Predict the reactants needed to synthesize the given product. From a dataset of Full USPTO retrosynthesis dataset with 1.9M reactions from patents (1976-2016). Given the product [C:1]([C:3]1([C:6]2[CH:7]=[C:8]([CH:13]=[CH:14][CH:15]=2)[C:9]([OH:11])=[O:10])[CH2:4][CH2:5]1)#[N:2], predict the reactants needed to synthesize it. The reactants are: [C:1]([C:3]1([C:6]2[CH:7]=[C:8]([CH:13]=[CH:14][CH:15]=2)[C:9]([O:11]C)=[O:10])[CH2:5][CH2:4]1)#[N:2].[OH-].[Na+].Cl.